Dataset: Full USPTO retrosynthesis dataset with 1.9M reactions from patents (1976-2016). Task: Predict the reactants needed to synthesize the given product. (1) Given the product [Cl:1][C:2]1[CH:7]=[CH:6][C:5]([CH:8]2[C:15]3[C:14]([CH2:16][O:17][CH3:18])=[N:13][N:12]([CH:19]4[CH2:20][CH2:21]4)[C:11]=3[C:10](=[O:22])[N:9]2[C:24]2[CH:25]=[C:26]([CH3:34])[C:27]3[N:28]([C:30]([CH3:33])=[N:31][N:32]=3)[CH:29]=2)=[CH:4][CH:3]=1, predict the reactants needed to synthesize it. The reactants are: [Cl:1][C:2]1[CH:7]=[CH:6][C:5]([CH:8]2[C:15]3[C:14]([CH2:16][O:17][CH3:18])=[N:13][N:12]([CH:19]4[CH2:21][CH2:20]4)[C:11]=3[C:10](=[O:22])[NH:9]2)=[CH:4][CH:3]=1.Br[C:24]1[CH:25]=[C:26]([CH3:34])[C:27]2[N:28]([C:30]([CH3:33])=[N:31][N:32]=2)[CH:29]=1. (2) The reactants are: [O:1]1[C:5]2[CH:6]=[CH:7][CH:8]=[CH:9][C:4]=2[CH:3]=[C:2]1[CH:10]([OH:44])[CH2:11][N:12]([CH2:14][C:15]1[S:43][C:18]2[N:19]([CH2:35][CH:36]3[CH2:40][O:39]C(C)(C)[O:37]3)[CH:20]=[C:21]([C:24]([NH:26][CH2:27][C:28]3[CH:33]=[CH:32][C:31]([Cl:34])=[CH:30][CH:29]=3)=[O:25])[C:22](=[O:23])[C:17]=2[CH:16]=1)[CH3:13].Cl(O)(=O)(=O)=O.C([O-])(O)=O.[Na+]. Given the product [O:1]1[C:5]2[CH:6]=[CH:7][CH:8]=[CH:9][C:4]=2[CH:3]=[C:2]1[CH:10]([OH:44])[CH2:11][N:12]([CH2:14][C:15]1[S:43][C:18]2[N:19]([CH2:35][CH:36]([OH:37])[CH2:40][OH:39])[CH:20]=[C:21]([C:24]([NH:26][CH2:27][C:28]3[CH:29]=[CH:30][C:31]([Cl:34])=[CH:32][CH:33]=3)=[O:25])[C:22](=[O:23])[C:17]=2[CH:16]=1)[CH3:13], predict the reactants needed to synthesize it. (3) The reactants are: C(=O)([O-])[O-].[Na+].[Na+].[ClH:7].[N:8]12[CH2:15][CH2:14][CH:11]([CH2:12][CH2:13]1)[C@@H:10]([NH:16][C:17]([C:19]1[S:20][C:21]3[C:27](Br)=[CH:26][CH:25]=[CH:24][C:22]=3[CH:23]=1)=[O:18])[CH2:9]2.[N:29]1([C:35]2[CH:40]=[CH:39][C:38](B(O)O)=[CH:37][CH:36]=2)[CH2:34][CH2:33][O:32][CH2:31][CH2:30]1. Given the product [ClH:7].[N:8]12[CH2:15][CH2:14][CH:11]([CH2:12][CH2:13]1)[C@@H:10]([NH:16][C:17]([C:19]1[S:20][C:21]3[C:27]([C:38]4[CH:37]=[CH:36][C:35]([N:29]5[CH2:30][CH2:31][O:32][CH2:33][CH2:34]5)=[CH:40][CH:39]=4)=[CH:26][CH:25]=[CH:24][C:22]=3[CH:23]=1)=[O:18])[CH2:9]2, predict the reactants needed to synthesize it. (4) Given the product [F:1][C:2]1[CH:7]=[C:6]([F:8])[C:5]([F:9])=[CH:4][C:3]=1[S:10]([OH:12])=[O:11], predict the reactants needed to synthesize it. The reactants are: [F:1][C:2]1[CH:7]=[C:6]([F:8])[C:5]([F:9])=[CH:4][C:3]=1[S:10](Cl)(=[O:12])=[O:11].S([O-])([O-])=O.[Na+].[Na+].[OH-].[Na+].OS(O)(=O)=O.